This data is from Reaction yield outcomes from USPTO patents with 853,638 reactions. The task is: Predict the reaction yield, written as a fraction of the theoretical maximum amount of product (1.0 means a 100% yield; for example, 0.34 means a 34% yield). (1) The reactants are [C:1]([C:4]1[CH:5]=[C:6]([S:12]([N:15]2[CH2:19][CH2:18][S:17][CH:16]2[C:20]([O:22][C@H:23]([C:34]2[CH:39]=[CH:38][C:37]([O:40][CH:41]([F:43])[F:42])=[C:36]([O:44][CH2:45][CH:46]3[CH2:48][CH2:47]3)[CH:35]=2)[CH2:24][C:25]2[C:30]([Cl:31])=[CH:29][N+:28]([O-:32])=[CH:27][C:26]=2[Cl:33])=[O:21])(=[O:14])=[O:13])[CH:7]=[CH:8][C:9]=1[O:10][CH3:11])(O)=[O:2].C1N=[CH:52][N:51](C(N2C=NC=C2)=O)[CH:50]=1.CNC. The catalyst is CN(C=O)C.C1COCC1. The product is [Cl:31][C:30]1[CH:29]=[N+:28]([O-:32])[CH:27]=[C:26]([Cl:33])[C:25]=1[CH2:24][C@@H:23]([C:34]1[CH:39]=[CH:38][C:37]([O:40][CH:41]([F:42])[F:43])=[C:36]([O:44][CH2:45][CH:46]2[CH2:48][CH2:47]2)[CH:35]=1)[O:22][C:20]([CH:16]1[N:15]([S:12]([C:6]2[CH:7]=[CH:8][C:9]([O:10][CH3:11])=[C:4]([C:1](=[O:2])[N:51]([CH3:52])[CH3:50])[CH:5]=2)(=[O:14])=[O:13])[CH2:19][CH2:18][S:17]1)=[O:21]. The yield is 0.970. (2) The reactants are C([O:3][CH2:4][CH2:5][O:6][NH:7][C:8]([C:10]1[C:11]([NH:21][C:22]2[CH:27]=[CH:26][C:25]([Br:28])=[CH:24][C:23]=2[Cl:29])=[C:12]([F:20])[C:13]2[O:17][N:16]=[C:15]([CH3:18])[C:14]=2[CH:19]=1)=[O:9])=C.Cl.[OH-].[Na+]. The catalyst is CCO.CCOC(C)=O. The product is [OH:3][CH2:4][CH2:5][O:6][NH:7][C:8]([C:10]1[C:11]([NH:21][C:22]2[CH:27]=[CH:26][C:25]([Br:28])=[CH:24][C:23]=2[Cl:29])=[C:12]([F:20])[C:13]2[O:17][N:16]=[C:15]([CH3:18])[C:14]=2[CH:19]=1)=[O:9]. The yield is 0.960. (3) The reactants are [CH3:1][C:2]1[O:6][N:5]=[C:4]([C:7]2[CH:12]=[CH:11][CH:10]=[CH:9][CH:8]=2)[C:3]=1[CH2:13][O:14][C:15]1[N:20]=[N:19][C:18]([NH2:21])=[CH:17][CH:16]=1.C(N(CC)CC)C.Cl[CH2:30][CH2:31][CH2:32][C:33](Cl)=[O:34]. The catalyst is C1COCC1. The product is [CH3:1][C:2]1[O:6][N:5]=[C:4]([C:7]2[CH:8]=[CH:9][CH:10]=[CH:11][CH:12]=2)[C:3]=1[CH2:13][O:14][C:15]1[N:20]=[N:19][C:18]([N:21]2[CH2:30][CH2:31][CH2:32][C:33]2=[O:34])=[CH:17][CH:16]=1. The yield is 0.200. (4) The catalyst is C(O)(C)C.N1CCOCC1. The product is [C:12]([C:14](=[CH:9][C:4]1[CH:5]=[CH:6][CH:7]=[CH:8][C:3]=1[CH3:11])[C:15]([O:17][CH3:18])=[O:16])#[N:13]. The reactants are N#N.[C:3]1([CH3:11])[C:4]([CH:9]=O)=[CH:5][CH:6]=[CH:7][CH:8]=1.[C:12]([CH2:14][C:15]([O:17][CH3:18])=[O:16])#[N:13]. The yield is 0.863. (5) The reactants are C[Al](C)C.[CH3:5][O:6][C:7]1[CH:8]=[C:9]([CH2:15][CH2:16][C:17]2[CH:18]=[C:19]([NH2:22])[NH:20][N:21]=2)[CH:10]=[C:11]([O:13][CH3:14])[CH:12]=1.[CH2:23]([N:25]1[CH2:30][CH2:29][N:28]([C:31]2[CH:40]=[CH:39][C:34]([C:35](OC)=[O:36])=[CH:33][CH:32]=2)[CH2:27][CH2:26]1)[CH3:24].Cl. The catalyst is C1(C)C=CC=CC=1.CO. The product is [CH3:14][O:13][C:11]1[CH:10]=[C:9]([CH2:15][CH2:16][C:17]2[CH:18]=[C:19]([NH:22][C:35](=[O:36])[C:34]3[CH:33]=[CH:32][C:31]([N:28]4[CH2:27][CH2:26][N:25]([CH2:23][CH3:24])[CH2:30][CH2:29]4)=[CH:40][CH:39]=3)[NH:20][N:21]=2)[CH:8]=[C:7]([O:6][CH3:5])[CH:12]=1. The yield is 0.510. (6) The reactants are [CH3:1][O:2][C:3](=[O:33])[CH:4]([C:10]1[CH:11]=[C:12]([C:23]2[CH:28]=[CH:27][C:26]([C:29]([F:32])([F:31])[F:30])=[CH:25][CH:24]=2)[C:13](N)=[C:14]([O:16][CH2:17][C:18]([F:21])([F:20])[F:19])[CH:15]=1)[CH2:5][CH:6]1[CH2:9][CH2:8][CH2:7]1.[ClH:34].N([O-])=O.[Na+]. The catalyst is CC#N.O.Cl[Cu]. The product is [CH3:1][O:2][C:3](=[O:33])[CH:4]([C:10]1[CH:11]=[C:12]([C:23]2[CH:28]=[CH:27][C:26]([C:29]([F:32])([F:31])[F:30])=[CH:25][CH:24]=2)[C:13]([Cl:34])=[C:14]([O:16][CH2:17][C:18]([F:21])([F:20])[F:19])[CH:15]=1)[CH2:5][CH:6]1[CH2:9][CH2:8][CH2:7]1. The yield is 0.950.